Task: Predict the reaction yield, written as a fraction of the theoretical maximum amount of product (1.0 means a 100% yield; for example, 0.34 means a 34% yield).. Dataset: Reaction yield outcomes from USPTO patents with 853,638 reactions The product is [O:19]=[C:17]1[C:16]2[C:15](=[CH:23][CH:22]=[CH:21][CH:20]=2)[C:14](=[O:24])[N:18]1[CH2:2][C:3]1[CH:10]=[C:9]([CH3:11])[C:6]([C:7]#[N:8])=[C:5]([O:12][CH3:13])[N:4]=1. The yield is 0.820. The reactants are O[CH2:2][C:3]1[CH:10]=[C:9]([CH3:11])[C:6]([C:7]#[N:8])=[C:5]([O:12][CH3:13])[N:4]=1.[C:14]1(=[O:24])[NH:18][C:17](=[O:19])[C:16]2=[CH:20][CH:21]=[CH:22][CH:23]=[C:15]12.C1(P(C2C=CC=CC=2)C2C=CC=CC=2)C=CC=CC=1.CC(OC(/N=N/C(OC(C)C)=O)=O)C. The catalyst is O1CCCC1.